This data is from Reaction yield outcomes from USPTO patents with 853,638 reactions. The task is: Predict the reaction yield, written as a fraction of the theoretical maximum amount of product (1.0 means a 100% yield; for example, 0.34 means a 34% yield). (1) The reactants are [F:1][C:2]([F:7])([F:6])[C:3]([OH:5])=[O:4].[CH2:8]([N:10]([CH2:12][C:13]1[S:17][CH:16]=[C:15]([C:18]2[CH:19]=[C:20]3[C:24](=[C:25]([C:27]([NH2:29])=[O:28])[CH:26]=2)[NH:23][CH:22]=[C:21]3[CH:30]2[CH2:35][CH2:34][N:33]([S:36]([CH2:39][CH3:40])(=[O:38])=[O:37])[CH2:32][CH2:31]2)[CH:14]=1)[CH3:11])[CH3:9].[CH3:41][NH:42][CH2:43]C. No catalyst specified. The product is [F:1][C:2]([F:7])([F:6])[C:3]([OH:5])=[O:4].[CH3:41][N:42]([CH3:43])[CH2:9][CH2:8][N:10]([CH2:12][C:13]1[S:17][CH:16]=[C:15]([C:18]2[CH:19]=[C:20]3[C:24](=[C:25]([C:27]([NH2:29])=[O:28])[CH:26]=2)[NH:23][CH:22]=[C:21]3[CH:30]2[CH2:35][CH2:34][N:33]([S:36]([CH2:39][CH3:40])(=[O:37])=[O:38])[CH2:32][CH2:31]2)[CH:14]=1)[CH3:11]. The yield is 0.403. (2) The reactants are Br[C:2]1[CH:3]=[C:4]([N:8]([C:13]2[C:32]([CH:33]3[CH2:35][CH2:34]3)=[CH:31][C:16]3[C:17]([C:27]([NH:29][CH3:30])=[O:28])=[C:18]([C:20]4[CH:25]=[CH:24][C:23]([F:26])=[CH:22][CH:21]=4)[O:19][C:15]=3[CH:14]=2)[S:9]([CH3:12])(=[O:11])=[O:10])[CH:5]=[CH:6][CH:7]=1.[CH3:36][C:37]1(C)C(C)(C)OB(C=C)O1.ClCCl.C(=O)([O-])[O-].[Na+].[Na+]. The catalyst is O1CCOCC1.CCOC(C)=O.Cl[Pd]Cl.C1(P(C2C=CC=CC=2)[C-]2C=CC=C2)C=CC=CC=1.[C-]1(P(C2C=CC=CC=2)C2C=CC=CC=2)C=CC=C1.[Fe+2].O. The product is [CH:33]1([C:32]2[C:13]([N:8]([C:4]3[CH:5]=[CH:6][CH:7]=[C:2]([CH:36]=[CH2:37])[CH:3]=3)[S:9]([CH3:12])(=[O:11])=[O:10])=[CH:14][C:15]3[O:19][C:18]([C:20]4[CH:21]=[CH:22][C:23]([F:26])=[CH:24][CH:25]=4)=[C:17]([C:27]([NH:29][CH3:30])=[O:28])[C:16]=3[CH:31]=2)[CH2:34][CH2:35]1. The yield is 0.850. (3) The reactants are [OH-:1].[K+].C(O)C[OH:5].[Br:7][C:8]1[CH:13]=[CH:12][C:11]([C:14]2([C:17]#N)[CH2:16][CH2:15]2)=[CH:10][CH:9]=1.Cl. The catalyst is O. The product is [Br:7][C:8]1[CH:13]=[CH:12][C:11]([C:14]2([C:17]([OH:5])=[O:1])[CH2:16][CH2:15]2)=[CH:10][CH:9]=1. The yield is 0.970.